Dataset: Forward reaction prediction with 1.9M reactions from USPTO patents (1976-2016). Task: Predict the product of the given reaction. Given the reactants [C:1]([O:5][C:6]([N:8]([CH2:21][C@@H:22]1[C@@H:26]([C:27]2[CH:32]=[CH:31][CH:30]=[CH:29][CH:28]=2)[CH2:25][N:24]([C:33]([NH:35][C:36]2[CH:45]=[CH:44][C:39]([C:40]([O:42]C)=[O:41])=[CH:38][C:37]=2[O:46][CH3:47])=[O:34])[CH2:23]1)[C@@H:9]([C:11]1[C:20]2[C:15](=[CH:16][CH:17]=[CH:18][CH:19]=2)[CH:14]=[CH:13][CH:12]=1)[CH3:10])=[O:7])([CH3:4])([CH3:3])[CH3:2].[OH-].[Na+], predict the reaction product. The product is: [C:1]([O:5][C:6]([N:8]([CH2:21][C@@H:22]1[C@@H:26]([C:27]2[CH:28]=[CH:29][CH:30]=[CH:31][CH:32]=2)[CH2:25][N:24]([C:33]([NH:35][C:36]2[CH:45]=[CH:44][C:39]([C:40]([OH:42])=[O:41])=[CH:38][C:37]=2[O:46][CH3:47])=[O:34])[CH2:23]1)[C@@H:9]([C:11]1[C:20]2[C:15](=[CH:16][CH:17]=[CH:18][CH:19]=2)[CH:14]=[CH:13][CH:12]=1)[CH3:10])=[O:7])([CH3:4])([CH3:2])[CH3:3].